From a dataset of Catalyst prediction with 721,799 reactions and 888 catalyst types from USPTO. Predict which catalyst facilitates the given reaction. Reactant: [CH3:1][O:2][C:3]([C:5]1[N:6]=[C:7]([C:17]2[CH:22]=[CH:21][C:20]([C:23]([F:26])([F:25])[F:24])=[CH:19][CH:18]=2)[O:8][C:9]=1[C:10]1[CH:11]=[N:12][C:13](Cl)=[CH:14][CH:15]=1)=[O:4].[C:27]1(B(O)O)[CH:32]=[CH:31][CH:30]=[CH:29][CH:28]=1.[F-].[Cs+]. Product: [CH3:1][O:2][C:3]([C:5]1[N:6]=[C:7]([C:17]2[CH:22]=[CH:21][C:20]([C:23]([F:26])([F:25])[F:24])=[CH:19][CH:18]=2)[O:8][C:9]=1[C:10]1[CH:11]=[N:12][C:13]([C:27]2[CH:32]=[CH:31][CH:30]=[CH:29][CH:28]=2)=[CH:14][CH:15]=1)=[O:4]. The catalyst class is: 3.